From a dataset of Reaction yield outcomes from USPTO patents with 853,638 reactions. Predict the reaction yield, written as a fraction of the theoretical maximum amount of product (1.0 means a 100% yield; for example, 0.34 means a 34% yield). (1) The product is [C:17]([O:1][CH2:2][CH:3]1[CH2:8][CH2:7][CH:6]([CH2:9][O:10][C:30](=[O:26])[C:29]2[CH:14]=[CH:13][CH:12]=[CH:27][CH:28]=2)[CH2:5][CH2:4]1)(=[O:24])[C:18]1[CH:23]=[CH:22][CH:21]=[CH:20][CH:19]=1. The yield is 0.950. No catalyst specified. The reactants are [OH:1][CH2:2][CH:3]1[CH2:8][CH2:7][CH:6]([CH2:9][OH:10])[CH2:5][CH2:4]1.N1C=C[CH:14]=[CH:13][CH:12]=1.[C:17](Cl)(=[O:24])[C:18]1[CH:23]=[CH:22][CH:21]=[CH:20][CH:19]=1.[O:26]1[CH2:30][CH2:29][CH2:28][CH2:27]1. (2) The yield is 0.820. The product is [C:1]([O:4][CH2:5][C@@:6]([NH:26][C:27](=[O:29])[CH3:28])([CH3:25])[CH2:7][CH2:8][C:9]1[O:10][C:11]([CH2:14][CH2:15][CH2:16][CH2:17][CH2:18][C:19]2[CH:20]=[CH:21][CH:22]=[CH:23][CH:24]=2)=[CH:12][CH:13]=1)(=[O:3])[CH3:2]. The catalyst is CO.[Pd]. The reactants are [C:1]([O:4][CH2:5][C@@:6]([NH:26][C:27](=[O:29])[CH3:28])([CH3:25])[CH2:7][CH2:8][C:9]1[O:10][C:11]([C:14]#[C:15][CH2:16][CH2:17][CH2:18][C:19]2[CH:24]=[CH:23][CH:22]=[CH:21][CH:20]=2)=[CH:12][CH:13]=1)(=[O:3])[CH3:2]. (3) The yield is 0.940. The catalyst is COC(OC)N(C)C. The reactants are [CH2:1]([O:8][C:9]1[CH:10]=[C:11]([C:15]2[N:20]=[C:19]([N:21]3[CH2:26][CH2:25][O:24][CH2:23][CH2:22]3)[C:18]([N+:27]([O-:29])=[O:28])=[C:17]([CH3:30])[N:16]=2)[CH:12]=[CH:13][CH:14]=1)[C:2]1[CH:7]=[CH:6][CH:5]=[CH:4][CH:3]=1. The product is [CH2:1]([O:8][C:9]1[CH:10]=[C:11]([C:15]2[N:16]=[C:17](/[CH:30]=[CH:19]/[N:21]([CH3:26])[CH3:22])[C:18]([N+:27]([O-:29])=[O:28])=[C:19]([N:21]3[CH2:26][CH2:25][O:24][CH2:23][CH2:22]3)[N:20]=2)[CH:12]=[CH:13][CH:14]=1)[C:2]1[CH:3]=[CH:4][CH:5]=[CH:6][CH:7]=1. (4) The yield is 0.926. The reactants are C(Cl)(=O)C(Cl)=O.[O:7]=[C:8]([C:12]1[S:13][CH:14]=[CH:15][CH:16]=1)[C:9]([OH:11])=[O:10].[N:17]12[CH2:24][CH2:23][CH:20]([CH2:21][CH2:22]1)[C@@H:19](O)[CH2:18]2. The catalyst is CN(C)C=O.C(Cl)(Cl)Cl. The product is [N:17]12[CH2:24][CH2:23][CH:20]([CH2:21][CH2:22]1)[C@@H:19]([O:10][C:9](=[O:11])[C:8](=[O:7])[C:12]1[S:13][CH:14]=[CH:15][CH:16]=1)[CH2:18]2. (5) The reactants are [Cl:1][C:2]1[CH:7]=[CH:6][C:5]([C:8]2([OH:27])[C:16]3[C:11](=[CH:12][CH:13]=[CH:14][CH:15]=3)[C:10](=[O:17])[N:9]2[CH:18]([C:20]2[CH:25]=[CH:24][C:23]([Cl:26])=[CH:22][CH:21]=2)[CH3:19])=[CH:4][CH:3]=1.[CH2:28](O)[CH2:29][CH2:30][CH2:31][OH:32]. No catalyst specified. The product is [Cl:1][C:2]1[CH:7]=[CH:6][C:5]([C:8]2([O:27][CH2:28][CH2:29][CH2:30][CH2:31][OH:32])[C:16]3[C:11](=[CH:12][CH:13]=[CH:14][CH:15]=3)[C:10](=[O:17])[N:9]2[CH:18]([C:20]2[CH:21]=[CH:22][C:23]([Cl:26])=[CH:24][CH:25]=2)[CH3:19])=[CH:4][CH:3]=1. The yield is 0.510. (6) The reactants are [F:1][C:2]1[CH:7]=[CH:6][C:5]([O:8][C:9]([F:12])([F:11])[F:10])=[CH:4][CH:3]=1.C([Li])(C)(C)C.[C:18](=O)=[O:19].CN(C=O)C. The catalyst is C1COCC1. The product is [F:1][C:2]1[CH:3]=[CH:4][C:5]([O:8][C:9]([F:10])([F:11])[F:12])=[CH:6][C:7]=1[CH:18]=[O:19]. The yield is 0.530.